This data is from Hepatocyte clearance measurements from AstraZeneca. The task is: Regression/Classification. Given a drug SMILES string, predict its absorption, distribution, metabolism, or excretion properties. Task type varies by dataset: regression for continuous measurements (e.g., permeability, clearance, half-life) or binary classification for categorical outcomes (e.g., BBB penetration, CYP inhibition). For this dataset (clearance_hepatocyte_az), we predict log10(clearance) (log10 of the in vitro intrinsic clearance, CLint, in uL/min per 10^6 hepatocytes; values are censored to the assay range of 3 to 150, which is 0.477 to 2.18 on this log10 scale). The drug is CCCCCCCC(=O)N[C@@H](C)C(=O)N[C@H](C(=O)N[C@@H](CCN)C(=O)N[C@H]1CCNC(=O)[C@H]([C@@H](C)O)NC(=O)[C@H](CCN)NC(=O)[C@H](CCN)NC(=O)[C@H](CC(C)C)NC(=O)[C@@H](Cc2ccccc2)NC(=O)[C@H](CCN)NC1=O)[C@@H](C)O. The log10(clearance) is 0.480.